Dataset: Reaction yield outcomes from USPTO patents with 853,638 reactions. Task: Predict the reaction yield, written as a fraction of the theoretical maximum amount of product (1.0 means a 100% yield; for example, 0.34 means a 34% yield). The reactants are Br[C:2]1[CH:3]=[C:4]([N:22]([CH:24]2[CH2:29][CH2:28][CH2:27][CH2:26][CH2:25]2)[CH3:23])[C:5]([CH3:21])=[C:6]([CH:20]=1)[C:7]([NH:9][CH2:10][C:11]1[C:12](=[O:19])[NH:13][C:14]([CH3:18])=[CH:15][C:16]=1[CH3:17])=[O:8].[O:30]1[CH2:35][CH2:34][N:33]([CH2:36][CH2:37][N:38]2[CH:42]=[C:41](B(O)O)[CH:40]=[N:39]2)[CH2:32][CH2:31]1.C([O-])([O-])=O.[Na+].[Na+]. The product is [CH:24]1([N:22]([CH3:23])[C:4]2[C:5]([CH3:21])=[C:6]([CH:20]=[C:2]([C:41]3[CH:40]=[N:39][N:38]([CH2:37][CH2:36][N:33]4[CH2:34][CH2:35][O:30][CH2:31][CH2:32]4)[CH:42]=3)[CH:3]=2)[C:7]([NH:9][CH2:10][C:11]2[C:12](=[O:19])[NH:13][C:14]([CH3:18])=[CH:15][C:16]=2[CH3:17])=[O:8])[CH2:29][CH2:28][CH2:27][CH2:26][CH2:25]1. The yield is 0.250. The catalyst is O1CCOCC1.O.O.C1C=CC([P]([Pd]([P](C2C=CC=CC=2)(C2C=CC=CC=2)C2C=CC=CC=2)([P](C2C=CC=CC=2)(C2C=CC=CC=2)C2C=CC=CC=2)[P](C2C=CC=CC=2)(C2C=CC=CC=2)C2C=CC=CC=2)(C2C=CC=CC=2)C2C=CC=CC=2)=CC=1.